This data is from hERG Central: cardiac toxicity at 1µM, 10µM, and general inhibition. The task is: Predict hERG channel inhibition at various concentrations. (1) The drug is C#Cc1ccc(CN2CCC(N3CCC(C(=O)NCc4ccccn4)CC3)CC2)cc1. Results: hERG_inhib (hERG inhibition (general)): blocker. (2) The drug is COc1cccc(C(=O)C2CCCN(Cc3cn(CC(N)=O)c4ccccc34)C2)c1. Results: hERG_inhib (hERG inhibition (general)): blocker. (3) The drug is Cc1cccc(NC(=O)CN2CCN(C(=O)C3CCN(C(=O)/C=C/c4ccccc4)CC3)CC2)c1C. Results: hERG_inhib (hERG inhibition (general)): blocker. (4) The drug is COc1ccccc1CNC(=O)C1CCN(Cc2nc(-c3cccc(Cl)c3)oc2C)CC1. Results: hERG_inhib (hERG inhibition (general)): blocker. (5) The molecule is O=C(C1CCN(C2CCN(C/C(Cl)=C/c3ccccc3)CC2)CC1)N1CCOCC1. Results: hERG_inhib (hERG inhibition (general)): blocker.